From a dataset of Full USPTO retrosynthesis dataset with 1.9M reactions from patents (1976-2016). Predict the reactants needed to synthesize the given product. (1) Given the product [CH3:16][O:15][CH:14]([O:17][CH3:18])[C:3]1[CH:6]=[CH:7][C:8]([C:10]([F:13])([F:12])[F:11])=[CH:9][C:2]=1[F:1], predict the reactants needed to synthesize it. The reactants are: [F:1][C:2]1[CH:9]=[C:8]([C:10]([F:13])([F:12])[F:11])[CH:7]=[CH:6][C:3]=1C=O.[CH:14](OC)([O:17][CH3:18])[O:15][CH3:16].C1(C)C=CC(S(O)(=O)=O)=CC=1.C([O-])([O-])=O.[Na+].[Na+]. (2) The reactants are: [NH2:1][C:2]1[C:11]2[N:12]=[CH:13][N:14]([CH2:15][CH2:16][CH2:17][CH2:18][OH:19])[C:10]=2[C:9]2[CH2:8][CH2:7][CH2:6][CH2:5][C:4]=2[N:3]=1.C1(P(C2C=CC=CC=2)C2C=CC=CC=2)C=CC=CC=1.O[N:40]1[C:44](=[O:45])[C:43]2=[CH:46][CH:47]=[CH:48][CH:49]=[C:42]2[C:41]1=[O:50].N(C(OC(C)C)=O)=NC(OC(C)C)=O. Given the product [NH2:1][C:2]1[C:11]2[N:12]=[CH:13][N:14]([CH2:15][CH2:16][CH2:17][CH2:18][O:19][N:40]3[C:44](=[O:45])[C:43]4[C:42](=[CH:49][CH:48]=[CH:47][CH:46]=4)[C:41]3=[O:50])[C:10]=2[C:9]2[CH2:8][CH2:7][CH2:6][CH2:5][C:4]=2[N:3]=1, predict the reactants needed to synthesize it. (3) The reactants are: [Br:1][C:2]1[N:3]([C:13]2[CH:18]=[CH:17][C:16]([OH:19])=[CH:15][CH:14]=2)[C:4]2[C:9]([C:10]=1[C:11]#N)=[CH:8][CH:7]=[CH:6][CH:5]=2.[H-].C([Al+]CC(C)C)C(C)C.[OH2:30].Cl. Given the product [Br:1][C:2]1[N:3]([C:13]2[CH:18]=[CH:17][C:16]([OH:19])=[CH:15][CH:14]=2)[C:4]2[C:9]([C:10]=1[CH:11]=[O:30])=[CH:8][CH:7]=[CH:6][CH:5]=2, predict the reactants needed to synthesize it. (4) Given the product [BrH:1].[Cl:17][C:14]1[CH:15]=[CH:16][C:11](=[NH:10])[N:12]([CH:2]([CH3:9])[C:3](=[O:8])[C:4]([O:6][CH3:7])=[O:5])[CH:13]=1, predict the reactants needed to synthesize it. The reactants are: [Br:1][CH:2]([CH3:9])[C:3](=[O:8])[C:4]([O:6][CH3:7])=[O:5].[NH2:10][C:11]1[CH:16]=[CH:15][C:14]([Cl:17])=[CH:13][N:12]=1. (5) Given the product [CH3:29][C:28]1[C:23]([N:20]2[CH2:21][CH2:22][N:17]([C:15]([C:14]3[CH:13]=[CH:12][C:11]([N:31]4[CH2:35][CH2:34][O:33][C:32]4=[O:36])=[CH:10][C:9]=3[N:6]3[CH2:7][CH2:8][NH:4][C:5]3=[O:37])=[O:16])[CH2:18][CH2:19]2)=[N:24][CH:25]=[C:26]([CH3:30])[CH:27]=1, predict the reactants needed to synthesize it. The reactants are: C([N:4]1[CH2:8][CH2:7][N:6]([C:9]2[CH:10]=[C:11]([N:31]3[CH2:35][CH2:34][O:33][C:32]3=[O:36])[CH:12]=[CH:13][C:14]=2[C:15]([N:17]2[CH2:22][CH2:21][N:20]([C:23]3[C:28]([CH3:29])=[CH:27][C:26]([CH3:30])=[CH:25][N:24]=3)[CH2:19][CH2:18]2)=[O:16])[C:5]1=[O:37])(=O)C.CO.[OH-].[Na+].Cl.